From a dataset of Retrosynthesis with 50K atom-mapped reactions and 10 reaction types from USPTO. Predict the reactants needed to synthesize the given product. (1) Given the product CC(=O)NCC(=O)N(C)c1ccc(N/C(=C2\C(=O)Nc3ccc([N+](=O)[O-])cc32)c2ccccc2)cc1, predict the reactants needed to synthesize it. The reactants are: CC(=O)O.CN(C(=O)CN)c1ccc(N/C(=C2\C(=O)Nc3ccc([N+](=O)[O-])cc32)c2ccccc2)cc1. (2) The reactants are: COC(=O)c1cccc(C=O)c1.NC1CCC(CNc2nc(NCc3ccccc3OC(F)(F)F)ncc2[N+](=O)[O-])CC1. Given the product COC(=O)c1cccc(CNC2CCC(CNc3nc(NCc4ccccc4OC(F)(F)F)ncc3[N+](=O)[O-])CC2)c1, predict the reactants needed to synthesize it. (3) Given the product COC(=O)[C@H](CCOCc1ccccc1)N1CCN(C(=O)OCc2ccccc2)CCC1=O, predict the reactants needed to synthesize it. The reactants are: COC(=O)[C@H](CCOCc1ccccc1)NCCN(CCC(=O)O)C(=O)OCc1ccccc1. (4) Given the product CCCCCCCCc1ccc(S(=O)(=O)N[C@H]2CCCCNC2=O)cc1, predict the reactants needed to synthesize it. The reactants are: CCCCCCCCc1ccc(S(=O)(=O)Cl)cc1.N[C@H]1CCCCNC1=O. (5) Given the product O=C(Cc1cc(Nc2ccnc3[nH]c(=O)c4ccccc4c23)n[nH]1)Nc1cccc(F)c1, predict the reactants needed to synthesize it. The reactants are: O=C(Cc1cc(Nc2ccnc3[nH]c(=O)c4ccccc4c23)n[nH]1)Nc1ccc(F)c(F)c1.